From a dataset of hERG potassium channel inhibition data for cardiac toxicity prediction from Karim et al.. Regression/Classification. Given a drug SMILES string, predict its toxicity properties. Task type varies by dataset: regression for continuous values (e.g., LD50, hERG inhibition percentage) or binary classification for toxic/non-toxic outcomes (e.g., AMES mutagenicity, cardiotoxicity, hepatotoxicity). Dataset: herg_karim. (1) The result is 0 (non-blocker). The compound is Cc1c([C@H]2CN3CCN(C(=O)Cc4cnc(-n5cnnn5)nc4)C[C@H]3CO2)ccc(F)c1C#N. (2) The drug is CN1CCN(Cc2ccc3c(c2)Cc2c-3n[nH]c2-c2csc(C#CCOc3cccnc3)c2)CC1. The result is 1 (blocker). (3) The drug is COc1cc2nnc(C(N)=O)c(Nc3ccc(C)cc3F)c2cc1N1CCN(C(C)C)CC1. The result is 0 (non-blocker). (4) The compound is C(#Cc1ncn2c1COc1ccccc1-2)c1ccccc1. The result is 1 (blocker). (5) The drug is Cc1c(Cl)ccc(OC2CCN(C[C@H](O)CNC(=O)c3c[nH]c(=O)cc3C(F)(F)F)CC2)c1Cl. The result is 1 (blocker). (6) The drug is CCOc1cc(CN2CCC(NC(=O)c3cccc(S(C)(=O)=O)c3)CC2)ccc1Cl. The result is 1 (blocker).